Task: Predict the product of the given reaction.. Dataset: Forward reaction prediction with 1.9M reactions from USPTO patents (1976-2016) (1) The product is: [F:22][C:21]([F:23])([F:24])[C:15]1[CH:14]=[CH:13][CH:20]=[CH:19][C:16]=1[C:17]#[N:18]. Given the reactants N[C@H](CC1OC=CC=1)C(O)=O.F[C:13]1[CH:20]=[CH:19][C:16]([C:17]#[N:18])=[C:15]([C:21]([F:24])([F:23])[F:22])[CH:14]=1.CCN(C(C)C)C(C)C, predict the reaction product. (2) Given the reactants [C:1]([C:5]1[N:9]=[C:8]([O:10][C:11]2[C:16]([CH3:17])=[CH:15][C:14]([N:18]=[CH:19][N:20]([CH:22](C)[CH3:23])[CH3:21])=[C:13]([CH3:25])[CH:12]=2)[S:7][N:6]=1)([CH3:4])([CH3:3])[CH3:2].C(C1N=C(OC2C(C)=CC(/N=C/N3CCCCC3)=C(C)C=2)SN=1)(C)(C)C.C(C1N=C(OC2C(C(F)(F)F)=CC(/N=C/N3CCCCC3)=C(C)C=2)SN=1)(C)(C)C.C(C1N=C(OC2C(C(F)(F)F)=CC(N=CN(CC)C)=C(C)C=2)SN=1)(C)(C)C.C(C1N=C(OC2C(C(F)(F)F)=CC(N=CN(C(C)C)C)=C(C)C=2)SN=1)(C)(C)C.C(C1N=C(OC2C(Cl)=CC(N=CN(C(C)C)C)=C(C)C=2)SN=1)(C)(C)C.C(C1N=C(OC2C(Cl)=CC(N=CN(CC)C)=C(C)C=2)SN=1)(C)(C)C.C(C1N=C(OC2C(Cl)=CC(/N=C/N3CCCCC3)=C(C)C=2)SN=1)(C)(C)C, predict the reaction product. The product is: [C:1]([C:5]1[N:9]=[C:8]([O:10][C:11]2[C:16]([CH3:17])=[CH:15][C:14]([N:18]=[CH:19][N:20]([CH2:22][CH3:23])[CH3:21])=[C:13]([CH3:25])[CH:12]=2)[S:7][N:6]=1)([CH3:4])([CH3:3])[CH3:2]. (3) Given the reactants N[C:2]1[CH:3]=[C:4]([CH:8]=[CH:9][C:10]=1[OH:11])[C:5]([OH:7])=[O:6].N([O-])=O.[Na+].[I-:16].[K+], predict the reaction product. The product is: [I:16][C:2]1[CH:3]=[C:4]([CH:8]=[CH:9][C:10]=1[OH:11])[C:5]([OH:7])=[O:6].